Predict which catalyst facilitates the given reaction. From a dataset of Catalyst prediction with 721,799 reactions and 888 catalyst types from USPTO. (1) Reactant: [O:1]=[CH:2][C:3]1[CH:11]=[CH:10][C:8]([OH:9])=[C:5]([O:6][CH3:7])[CH:4]=1.[F:12][C:13]([F:27])([F:26])[C:14]1[CH:21]=[C:20]([C:22]([F:25])([F:24])[F:23])[CH:19]=[CH:18][C:15]=1[CH2:16]Br.C(=O)([O-])[O-].[K+].[K+].O. Product: [F:12][C:13]([F:26])([F:27])[C:14]1[CH:21]=[C:20]([C:22]([F:25])([F:23])[F:24])[CH:19]=[CH:18][C:15]=1[CH2:16][O:9][C:8]1[CH:10]=[CH:11][C:3]([CH:2]=[O:1])=[CH:4][C:5]=1[O:6][CH3:7]. The catalyst class is: 3. (2) The catalyst class is: 411. Product: [CH2:1]([N:8]1[C@H:13]([CH3:14])[CH2:12][CH:11]([N:15]([CH2:29][CH3:30])[C:16]2[C:17]([CH3:27])=[C:18]([CH:23]=[C:24]([F:26])[CH:25]=2)[C:19]([O:21][CH3:22])=[O:20])[CH2:10][C@H:9]1[CH3:28])[C:2]1[CH:3]=[CH:4][CH:5]=[CH:6][CH:7]=1. Reactant: [CH2:1]([N:8]1[C@H:13]([CH3:14])[CH2:12][CH:11]([NH:15][C:16]2[C:17]([CH3:27])=[C:18]([CH:23]=[C:24]([F:26])[CH:25]=2)[C:19]([O:21][CH3:22])=[O:20])[CH2:10][C@H:9]1[CH3:28])[C:2]1[CH:7]=[CH:6][CH:5]=[CH:4][CH:3]=1.[CH:29](=O)[CH3:30].C(O[BH-](OC(=O)C)OC(=O)C)(=O)C.[Na+]. (3) Reactant: [Cl:1][C:2]1[CH:27]=[C:26]([Cl:28])[CH:25]=[CH:24][C:3]=1[CH2:4][O:5][C:6]1[C:11]([CH3:12])=[C:10]([O:13]COC)[CH:9]=[CH:8][C:7]=1/[CH:17]=[CH:18]/[C:19]([O:21][CH2:22][CH3:23])=[O:20].Cl.[OH-].[Na+]. Product: [Cl:1][C:2]1[CH:27]=[C:26]([Cl:28])[CH:25]=[CH:24][C:3]=1[CH2:4][O:5][C:6]1[C:11]([CH3:12])=[C:10]([OH:13])[CH:9]=[CH:8][C:7]=1/[CH:17]=[CH:18]/[C:19]([O:21][CH2:22][CH3:23])=[O:20]. The catalyst class is: 21. (4) Reactant: [Br:1][C:2]1[CH:7]=[CH:6][C:5]([NH2:8])=[C:4]([NH2:9])[CH:3]=1.[CH3:10][C:11]([O:14][C:15](O[C:15]([O:14][C:11]([CH3:13])([CH3:12])[CH3:10])=[O:16])=[O:16])([CH3:13])[CH3:12].[OH-:25].[Na+]. Product: [C:11]([O:14][C:15](=[O:16])[NH:8][C:5]1[CH:6]=[CH:7][C:2]([Br:1])=[CH:3][C:4]=1[NH:9][C:15]([O:14][C:11]([CH3:13])([CH3:12])[CH3:10])=[O:25])([CH3:13])([CH3:12])[CH3:10]. The catalyst class is: 34. (5) Reactant: [C:1]([C:3]1([NH:6][C:7]([C:9]2[CH:10]=[CH:11][C:12]([CH3:35])=[C:13]([C:15]3[CH:16]=[CH:17][C:18]4[O:22][C:21]([C:23]5[CH:28]=[CH:27][C:26]([F:29])=[CH:25][CH:24]=5)=[C:20]([C:30]([NH:32][CH3:33])=[O:31])[C:19]=4[CH:34]=3)[CH:14]=2)=[O:8])[CH2:5][CH2:4]1)#[N:2].Cl.[NH2:37][OH:38].CCN(CC)CC. Product: [F:29][C:26]1[CH:25]=[CH:24][C:23]([C:21]2[O:22][C:18]3[CH:17]=[CH:16][C:15]([C:13]4[CH:14]=[C:9]([C:7](=[O:8])[NH:6][C:3]5([C:1](=[NH:2])[NH:37][OH:38])[CH2:4][CH2:5]5)[CH:10]=[CH:11][C:12]=4[CH3:35])=[CH:34][C:19]=3[C:20]=2[C:30]([NH:32][CH3:33])=[O:31])=[CH:28][CH:27]=1. The catalyst class is: 8. (6) Reactant: ClC1C2O[CH:8]([C:11]([C:13]3[S:14][CH:15]=[CH:16][CH:17]=3)=O)OC=2C(Cl)=C(Cl)C=1Cl.[C:21]1([NH:27][NH2:28])[CH:26]=[CH:25][CH:24]=[CH:23][CH:22]=1. Product: [S:14]1[CH:15]=[CH:16][CH:17]=[C:13]1[C:11](=[N:28][NH:27][C:21]1[CH:26]=[CH:25][CH:24]=[CH:23][CH:22]=1)[CH:8]=[N:28][NH:27][C:21]1[CH:26]=[CH:25][CH:24]=[CH:23][CH:22]=1. The catalyst class is: 8. (7) Reactant: I[C:2]1[N:3]=[CH:4][N:5]([C:7]([C:20]2[CH:25]=[CH:24][CH:23]=[CH:22][CH:21]=2)([C:14]2[CH:19]=[CH:18][CH:17]=[CH:16][CH:15]=2)[C:8]2[CH:13]=[CH:12][CH:11]=[CH:10][CH:9]=2)[CH:6]=1.C([Mg]Br)C.[CH3:30][C:31]([C:33]1[C:42]2[C:37](=[CH:38][CH:39]=[CH:40][CH:41]=2)[CH:36]=[CH:35][CH:34]=1)=[O:32]. Product: [C:33]1([C:31]([C:2]2[N:3]=[CH:4][N:5]([C:7]([C:8]3[CH:13]=[CH:12][CH:11]=[CH:10][CH:9]=3)([C:20]3[CH:21]=[CH:22][CH:23]=[CH:24][CH:25]=3)[C:14]3[CH:15]=[CH:16][CH:17]=[CH:18][CH:19]=3)[CH:6]=2)([OH:32])[CH3:30])[C:42]2[C:37](=[CH:38][CH:39]=[CH:40][CH:41]=2)[CH:36]=[CH:35][CH:34]=1. The catalyst class is: 4. (8) Reactant: [Br:1][C:2]1[N:3]=[C:4]([NH:15][CH2:16][CH2:17][CH:18]2[CH2:23][CH2:22][O:21][CH2:20][CH2:19]2)[C:5]([NH:8][CH2:9][C:10](OCC)=[O:11])=[N:6][CH:7]=1.Cl. Product: [Br:1][C:2]1[N:3]=[C:4]2[N:15]([CH2:16][CH2:17][CH:18]3[CH2:23][CH2:22][O:21][CH2:20][CH2:19]3)[C:10](=[O:11])[CH2:9][NH:8][C:5]2=[N:6][CH:7]=1. The catalyst class is: 8. (9) Reactant: [C:1]([NH2:5])([CH3:4])([CH3:3])[CH3:2].CCN(C(C)C)C(C)C.[Cl:15][C:16]1[CH:25]=[C:24]([S:26](Cl)(=[O:28])=[O:27])[CH:23]=[CH:22][C:17]=1[C:18]([O:20][CH3:21])=[O:19]. Product: [C:1]([NH:5][S:26]([C:24]1[CH:23]=[CH:22][C:17]([C:18]([O:20][CH3:21])=[O:19])=[C:16]([Cl:15])[CH:25]=1)(=[O:27])=[O:28])([CH3:4])([CH3:3])[CH3:2]. The catalyst class is: 646.